From a dataset of Forward reaction prediction with 1.9M reactions from USPTO patents (1976-2016). Predict the product of the given reaction. (1) Given the reactants [CH3:1][O:2][CH2:3][CH2:4][O:5][C:6](=[O:11])[CH2:7][C:8](=O)[CH3:9].[F:12][C:13]([F:22])([F:21])[C:14]1[CH:15]=[C:16]([CH:18]=[CH:19][CH:20]=1)[NH2:17].C(O)(=O)C, predict the reaction product. The product is: [F:12][C:13]([F:21])([F:22])[C:14]1[CH:15]=[C:16]([NH:17][C:8]([CH3:9])=[CH:7][C:6]([O:5][CH2:4][CH2:3][O:2][CH3:1])=[O:11])[CH:18]=[CH:19][CH:20]=1. (2) Given the reactants [Cl:1][C:2]1[CH:10]=[CH:9][C:8]2[N:7]([CH2:11][CH2:12][C:13]([O:15]CC)=O)[C:6]3[CH2:18][CH2:19][N:20]([CH3:22])[CH2:21][C:5]=3[C:4]=2[CH:3]=1.[CH3:23][NH:24][CH3:25], predict the reaction product. The product is: [Cl:1][C:2]1[CH:10]=[CH:9][C:8]2[N:7]([CH2:11][CH2:12][C:13]([N:24]([CH3:25])[CH3:23])=[O:15])[C:6]3[CH2:18][CH2:19][N:20]([CH3:22])[CH2:21][C:5]=3[C:4]=2[CH:3]=1. (3) Given the reactants Br[C:2]1[CH:28]=[CH:27][C:5]([O:6][CH:7]2[CH2:11][CH2:10][N:9]([CH:12]3[CH2:17][CH2:16][N:15]([C:18]4[S:22][N:21]=[C:20]([CH:23]([CH3:25])[CH3:24])[N:19]=4)[CH2:14][CH2:13]3)[C:8]2=[O:26])=[C:4]([F:29])[CH:3]=1.CC1(C)C2C(=C(P(C3C=CC=CC=3)C3C=CC=CC=3)C=CC=2)OC2C(P(C3C=CC=CC=3)C3C=CC=CC=3)=CC=CC1=2.C(N(C(C)C)C(C)C)C.[CH2:81]([SH:83])[CH3:82], predict the reaction product. The product is: [CH2:81]([S:83][C:2]1[CH:28]=[CH:27][C:5]([O:6][CH:7]2[CH2:11][CH2:10][N:9]([CH:12]3[CH2:17][CH2:16][N:15]([C:18]4[S:22][N:21]=[C:20]([CH:23]([CH3:25])[CH3:24])[N:19]=4)[CH2:14][CH2:13]3)[C:8]2=[O:26])=[C:4]([F:29])[CH:3]=1)[CH3:82]. (4) Given the reactants [BH4-].[Li+].[C:3]([N:6]1[CH2:11][CH2:10][C:9]2[N:12]=[C:13]([C:15]3[CH:39]=[CH:38][C:18]([O:19][CH2:20][CH2:21][CH2:22][N:23]4[CH2:27][CH2:26][CH2:25][C@H:24]4[C:28](OCC4C=CC=CC=4)=[O:29])=[CH:17][CH:16]=3)[S:14][C:8]=2[CH2:7]1)(=[O:5])[CH3:4].O, predict the reaction product. The product is: [C:3]([N:6]1[CH2:11][CH2:10][C:9]2[N:12]=[C:13]([C:15]3[CH:39]=[CH:38][C:18]([O:19][CH2:20][CH2:21][CH2:22][N:23]4[CH2:27][CH2:26][CH2:25][C@H:24]4[CH2:28][OH:29])=[CH:17][CH:16]=3)[S:14][C:8]=2[CH2:7]1)(=[O:5])[CH3:4]. (5) The product is: [C:1]([O:5][C:6](=[O:41])[NH:7][C@H:8]1[CH2:9][CH2:10][C@H:11]([CH2:14][CH:15]([OH:16])[CH2:19][C:20]2[C:29]3[C:24](=[CH:25][CH:26]=[C:27]([O:30][CH3:31])[N:28]=3)[N:23]=[CH:22][C:21]=2[OH:32])[CH2:12][CH2:13]1)([CH3:4])([CH3:2])[CH3:3]. Given the reactants [C:1]([O:5][C:6](=[O:41])[NH:7][C@H:8]1[CH2:13][CH2:12][C@H:11]([CH2:14][CH:15]2[CH:19]([C:20]3[C:29]4[C:24](=[CH:25][CH:26]=[C:27]([O:30][CH3:31])[N:28]=4)[N:23]=[CH:22][C:21]=3[O:32]CC3C=CC=CC=3)OC(=O)[O:16]2)[CH2:10][CH2:9]1)([CH3:4])([CH3:3])[CH3:2], predict the reaction product. (6) Given the reactants [CH2:1]([C:3]1[CH:8]=[C:7]([CH3:9])[CH:6]=[C:5]([CH2:10][CH3:11])[C:4]=1[C:12](=[O:18])[C:13]([N:15]([CH3:17])[NH2:16])=[O:14])[CH3:2].[CH3:19][S:20][CH2:21][C:22](=O)[CH3:23], predict the reaction product. The product is: [CH2:1]([C:3]1[CH:8]=[C:7]([CH3:9])[CH:6]=[C:5]([CH2:10][CH3:11])[C:4]=1[C:12](=[O:18])[C:13]([N:15]([CH3:17])[N:16]=[C:22]([CH3:23])[CH2:21][S:20][CH3:19])=[O:14])[CH3:2].